This data is from Forward reaction prediction with 1.9M reactions from USPTO patents (1976-2016). The task is: Predict the product of the given reaction. (1) Given the reactants [Cl:1][C:2]1[CH:3]=[C:4]([C:9]2([C:22]([F:25])([F:24])[F:23])[O:13][N:12]=[C:11]([C:14]3[CH:19]=[CH:18][C:17]([CH2:20]O)=[CH:16][CH:15]=3)[CH2:10]2)[CH:5]=[C:6]([Cl:8])[CH:7]=1.[Cl:26]CCl, predict the reaction product. The product is: [Cl:26][CH2:20][C:17]1[CH:18]=[CH:19][C:14]([C:11]2[CH2:10][C:9]([C:4]3[CH:3]=[C:2]([Cl:1])[CH:7]=[C:6]([Cl:8])[CH:5]=3)([C:22]([F:25])([F:24])[F:23])[O:13][N:12]=2)=[CH:15][CH:16]=1. (2) Given the reactants [O:1]1[CH2:3][CH:2]1[CH2:4][O:5][C:6]1[CH:7]=[CH:8][C:9]2[S:13][C:12]([C:14]3[CH:19]=[CH:18][CH:17]=[CH:16][CH:15]=3)=[N:11][C:10]=2[CH:20]=1.C1(C2SC3C=CC(O)=CC=3N=2)C=CC=CC=1, predict the reaction product. The product is: [O:1]1[CH2:3][CH:2]1[CH2:4][O:5][C:6]1[C:20]2[S:13][C:12]([C:14]3[CH:19]=[CH:18][CH:17]=[CH:16][CH:15]=3)=[N:11][C:10]=2[CH:9]=[CH:8][CH:7]=1. (3) Given the reactants [NH2:1][C:2]1[C:3]([C:12]([OH:14])=[O:13])=[CH:4][C:5]2[C:10]([CH:11]=1)=[CH:9][CH:8]=[CH:7][CH:6]=2.[C:15](Cl)(=[O:20])[CH2:16][CH:17]([CH3:19])[CH3:18].O, predict the reaction product. The product is: [CH3:18][CH:17]([CH3:19])[CH2:16][C:15]([NH:1][C:2]1[C:3]([C:12]([OH:14])=[O:13])=[CH:4][C:5]2[C:10]([CH:11]=1)=[CH:9][CH:8]=[CH:7][CH:6]=2)=[O:20]. (4) The product is: [CH2:1]([O:3][C:4](=[O:17])[C:5]([O:8][C:9]1[CH:14]=[CH:13][C:12]([O:15][CH2:19][C:20]2[C:21]([CH:36]3[CH2:38][CH2:37]3)=[N:22][C:23]([C:26]3[CH:27]=[CH:28][C:29]([C:32]([F:34])([F:35])[F:33])=[CH:30][CH:31]=3)=[N:24][CH:25]=2)=[C:11]([F:16])[CH:10]=1)([CH3:7])[CH3:6])[CH3:2]. Given the reactants [CH2:1]([O:3][C:4](=[O:17])[C:5]([O:8][C:9]1[CH:14]=[CH:13][C:12]([OH:15])=[C:11]([F:16])[CH:10]=1)([CH3:7])[CH3:6])[CH3:2].Cl[CH2:19][C:20]1[C:21]([CH:36]2[CH2:38][CH2:37]2)=[N:22][C:23]([C:26]2[CH:31]=[CH:30][C:29]([C:32]([F:35])([F:34])[F:33])=[CH:28][CH:27]=2)=[N:24][CH:25]=1.[I-].[Na+], predict the reaction product. (5) Given the reactants ClC(Cl)(Cl)C([N:5]1[CH2:10][CH2:9][N:8]([C:11]2[CH:16]=[C:15]([S:17]([N:20]3[C:28]4[C:23](=[CH:24][C:25]([F:29])=[CH:26][CH:27]=4)[CH:22]=[CH:21]3)(=[O:19])=[O:18])[CH:14]=[CH:13][C:12]=2[O:30][CH3:31])[CH2:7][CH2:6]1)=O.[OH-].[K+], predict the reaction product. The product is: [F:29][C:25]1[CH:24]=[C:23]2[C:28](=[CH:27][CH:26]=1)[N:20]([S:17]([C:15]1[CH:14]=[CH:13][C:12]([O:30][CH3:31])=[C:11]([N:8]3[CH2:7][CH2:6][NH:5][CH2:10][CH2:9]3)[CH:16]=1)(=[O:19])=[O:18])[CH:21]=[CH:22]2. (6) Given the reactants I[C:2]1[CH:3]=[CH:4][C:5]2[N:6]([CH:8]=[N:9][N:10]=2)[CH:7]=1.C(OC([NH:18][C@@H:19]([C@H:28]([C:30]1[CH:35]=[CH:34][C:33](B2OC(C)(C)C(C)(C)O2)=[CH:32][CH:31]=1)[CH3:29])[C:20]([N:22]1[CH2:26][CH2:25][C@H:24]([F:27])[CH2:23]1)=[O:21])=O)(C)(C)C.P([O-])([O-])([O-])=O.[K+].[K+].[K+], predict the reaction product. The product is: [NH2:18][C@@H:19]([C@H:28]([C:30]1[CH:35]=[CH:34][C:33]([C:2]2[CH:3]=[CH:4][C:5]3[N:6]([CH:8]=[N:9][N:10]=3)[CH:7]=2)=[CH:32][CH:31]=1)[CH3:29])[C:20]([N:22]1[CH2:26][CH2:25][C@H:24]([F:27])[CH2:23]1)=[O:21]. (7) Given the reactants [O:1]1[CH2:6][CH2:5][N:4]([CH2:7][CH2:8][OH:9])[CH2:3][CH2:2]1.CCN(C(C)C)C(C)C.[S:19](Cl)([CH3:22])(=[O:21])=[O:20], predict the reaction product. The product is: [CH3:22][S:19]([O:9][CH2:8][CH2:7][N:4]1[CH2:5][CH2:6][O:1][CH2:2][CH2:3]1)(=[O:21])=[O:20]. (8) The product is: [Cl:20][CH2:21][CH2:22][O:23][CH:24]([C:28]1[CH:33]=[C:32]([F:34])[C:31]([F:35])=[C:30]([F:36])[CH:29]=1)[C:25]([NH:39][NH:38][C:37]([O:41][C:42]([CH3:45])([CH3:44])[CH3:43])=[O:40])=[O:27]. Given the reactants C1C=CC2N(O)N=NC=2C=1.C(N(C(C)C)CC)(C)C.[Cl:20][CH2:21][CH2:22][O:23][CH:24]([C:28]1[CH:33]=[C:32]([F:34])[C:31]([F:35])=[C:30]([F:36])[CH:29]=1)[C:25]([OH:27])=O.[C:37]([O:41][C:42]([CH3:45])([CH3:44])[CH3:43])(=[O:40])[NH:38][NH2:39], predict the reaction product.